Dataset: Reaction yield outcomes from USPTO patents with 853,638 reactions. Task: Predict the reaction yield, written as a fraction of the theoretical maximum amount of product (1.0 means a 100% yield; for example, 0.34 means a 34% yield). The reactants are [OH:1][CH:2]1[CH2:7][CH2:6][N:5]([CH2:8][C:9]2[CH:14]=[CH:13][CH:12]=[CH:11][CH:10]=2)[CH2:4][CH:3]1[C:15]([O:17][CH2:18][CH3:19])=[O:16].[C:20]([Si:24]([CH3:27])([CH3:26])Cl)([CH3:23])([CH3:22])[CH3:21].N1C=CN=C1.O. The catalyst is CN(C)C=O.C(OCC)(=O)C.CCCCCC. The product is [OH:1][C@H:2]1[CH2:7][CH2:6][N:5]([CH2:8][C:9]2[CH:10]=[CH:11][CH:12]=[CH:13][CH:14]=2)[CH2:4][C@H:3]1[C:15]([O:17][CH2:18][CH3:19])=[O:16].[CH3:21][C:20]([Si:24]([CH3:27])([CH3:26])[O:1][C@@H:2]1[CH2:7][CH2:6][N:5]([CH2:8][C:9]2[CH:10]=[CH:11][CH:12]=[CH:13][CH:14]=2)[CH2:4][C@H:3]1[C:15]([O:17][CH2:18][CH3:19])=[O:16])([CH3:23])[CH3:22]. The yield is 0.450.